From a dataset of Forward reaction prediction with 1.9M reactions from USPTO patents (1976-2016). Predict the product of the given reaction. (1) Given the reactants [CH2:1]1[CH:6]2[CH2:7][C:8]3([NH2:11])[CH2:10][CH:4]([CH2:5]2)[CH2:3][CH:2]1[CH2:9]3.[O:12]1[CH:16]=[CH:15][CH:14]=[C:13]1[C:17]1[O:21][N:20]=[C:19]([CH:22]=O)[CH:18]=1, predict the reaction product. The product is: [O:12]1[CH:16]=[CH:15][CH:14]=[C:13]1[C:17]1[O:21][N:20]=[C:19]([CH2:22][NH:11][C:8]23[CH2:10][CH:4]4[CH2:5][CH:6]([CH2:1][CH:2]([CH2:3]4)[CH2:9]2)[CH2:7]3)[CH:18]=1. (2) Given the reactants [F:1][C:2]1[CH:10]=[CH:9][C:5]([C:6](O)=[O:7])=[CH:4][C:3]=1[N+:11]([O-:13])=[O:12].C(Cl)CCl.[CH3:18][NH2:19], predict the reaction product. The product is: [F:1][C:2]1[CH:10]=[CH:9][C:5]([C:6]([NH:19][CH3:18])=[O:7])=[CH:4][C:3]=1[N+:11]([O-:13])=[O:12]. (3) Given the reactants [C:1]1(=O)[CH2:5][CH2:4][CH2:3][CH2:2]1.[C:7](O)(=O)[CH3:8].S([O-])([O-])(=O)=O.[Mg+2].[O:17]1[CH:22]([C:23]([OH:25])=[O:24])[CH2:21][NH:20][C:19]2[CH:26]=[CH:27][CH:28]=[CH:29][C:18]1=2.C(O[BH-](OC(=O)C)OC(=O)C)(=O)C.[Na+], predict the reaction product. The product is: [CH:1]1([N:20]2[CH2:21][CH:22]([C:23]([O:25][CH2:7][CH3:8])=[O:24])[O:17][C:18]3[CH:29]=[CH:28][CH:27]=[CH:26][C:19]2=3)[CH2:5][CH2:4][CH2:3][CH2:2]1. (4) Given the reactants [F:1][C:2]1[CH:3]=[CH:4][C:5]([CH2:8][C:9]([O:11][CH3:12])=[O:10])=[N:6][CH:7]=1.[H-].[Na+].Cl[C:16]([C:26]1[CH:31]=[CH:30][C:29]([O:32][CH3:33])=[C:28]([O:34][CH3:35])[CH:27]=1)=[C:17]([C:22](OC)=[O:23])[C:18]([O:20][CH3:21])=[O:19], predict the reaction product. The product is: [CH3:35][O:34][C:28]1[CH:27]=[C:26]([C:16]2[C:8]([C:9]([O:11][CH3:12])=[O:10])=[C:5]3[N:6]([C:22](=[O:23])[C:17]=2[C:18]([O:20][CH3:21])=[O:19])[CH:7]=[C:2]([F:1])[CH:3]=[CH:4]3)[CH:31]=[CH:30][C:29]=1[O:32][CH3:33]. (5) Given the reactants N#N.[N:3]([CH2:6][C:7]1[N:8]=[C:9]2[S:16][C:15]([CH3:17])=[C:14]([Br:18])[N:10]2[C:11](=[O:13])[CH:12]=1)=[N+:4]=[N-:5].[C:19]([CH:21]1[CH2:23][CH2:22]1)#[CH:20], predict the reaction product. The product is: [Br:18][C:14]1[N:10]2[C:11](=[O:13])[CH:12]=[C:7]([CH2:6][N:3]3[C:19]([CH:21]4[CH2:23][CH2:22]4)=[CH:20][N:5]=[N:4]3)[N:8]=[C:9]2[S:16][C:15]=1[CH3:17]. (6) Given the reactants [C:1]([C:4]1[CH:9]=[CH:8][C:7]([CH2:10][OH:11])=[CH:6][C:5]=1[C:12]([F:15])([F:14])[F:13])([CH3:3])=[CH2:2].[Si:16](Cl)([C:29]([CH3:32])([CH3:31])[CH3:30])([C:23]1[CH:28]=[CH:27][CH:26]=[CH:25][CH:24]=1)[C:17]1[CH:22]=[CH:21][CH:20]=[CH:19][CH:18]=1, predict the reaction product. The product is: [C:29]([Si:16]([O:11][CH2:10][C:7]1[CH:8]=[CH:9][C:4]([C:1]([CH3:3])=[CH2:2])=[C:5]([C:12]([F:13])([F:14])[F:15])[CH:6]=1)([C:23]1[CH:28]=[CH:27][CH:26]=[CH:25][CH:24]=1)[C:17]1[CH:18]=[CH:19][CH:20]=[CH:21][CH:22]=1)([CH3:32])([CH3:30])[CH3:31].